This data is from Reaction yield outcomes from USPTO patents with 853,638 reactions. The task is: Predict the reaction yield, written as a fraction of the theoretical maximum amount of product (1.0 means a 100% yield; for example, 0.34 means a 34% yield). The reactants are [CH3:1][C:2]1[N:11]([CH:12]2[CH2:17][CH2:16][C:15](=[O:18])[NH:14][C:13]2=[O:19])[C:10](=[O:20])[C:9]2[C:4](=[CH:5][CH:6]=[CH:7][C:8]=2[N+:21]([O-])=O)[N:3]=1. The catalyst is CN(C=O)C.[OH-].[OH-].[Pd+2]. The product is [NH2:21][C:8]1[CH:7]=[CH:6][CH:5]=[C:4]2[C:9]=1[C:10](=[O:20])[N:11]([CH:12]1[CH2:17][CH2:16][C:15](=[O:18])[NH:14][C:13]1=[O:19])[C:2]([CH3:1])=[N:3]2. The yield is 0.690.